Dataset: Forward reaction prediction with 1.9M reactions from USPTO patents (1976-2016). Task: Predict the product of the given reaction. (1) The product is: [Cl:19][C:18]1[C:13]2[CH:12]=[C:11]([C:20]3[CH:25]=[CH:24][CH:23]=[CH:22][CH:21]=3)[NH:10][C:14]=2[N:15]=[CH:16][N:17]=1. Given the reactants C1(S([N:10]2[C:14]3[N:15]=[CH:16][N:17]=[C:18]([Cl:19])[C:13]=3[CH:12]=[C:11]2[C:20]2[CH:25]=[CH:24][CH:23]=[CH:22][CH:21]=2)(=O)=O)C=CC=CC=1.CO.[OH-].[Na+], predict the reaction product. (2) Given the reactants [CH3:1][N:2]1[C:6]([C:7]2[S:8][C:9]3[N:10]=[CH:11][N:12]=[C:13]([S:16][CH3:17])[C:14]=3[N:15]=2)=[C:5]([C:18]2[CH:23]=[CH:22][CH:21]=[CH:20][CH:19]=2)[N:4]=[CH:3]1.[Br:24]N1C(=O)CCC1=O.CC(N=NC(C#N)(C)C)(C#N)C, predict the reaction product. The product is: [Br:24][C:3]1[N:2]([CH3:1])[C:6]([C:7]2[S:8][C:9]3[N:10]=[CH:11][N:12]=[C:13]([S:16][CH3:17])[C:14]=3[N:15]=2)=[C:5]([C:18]2[CH:23]=[CH:22][CH:21]=[CH:20][CH:19]=2)[N:4]=1. (3) Given the reactants [Cl:1][C:2]1[CH:7]=[CH:6][C:5]([CH2:8][C@@H:9]([NH:33]C(=O)OC(C)(C)C)[C:10](=[O:32])[N:11]2[CH2:16][CH2:15][N:14]([C:17]3[C:22]([C:23]4[CH:28]=[CH:27][CH:26]=[CH:25][CH:24]=4)=[CH:21][N:20]=[C:19]4[NH:29][CH:30]=[CH:31][C:18]=34)[CH2:13][CH2:12]2)=[CH:4][CH:3]=1.C(O)(C(F)(F)F)=O.C1(N)C(F)=C(F)C(F)=C(N)C=1F.Cl.Cl, predict the reaction product. The product is: [NH2:33][C@H:9]([CH2:8][C:5]1[CH:4]=[CH:3][C:2]([Cl:1])=[CH:7][CH:6]=1)[C:10]([N:11]1[CH2:16][CH2:15][N:14]([C:17]2[C:22]([C:23]3[CH:24]=[CH:25][CH:26]=[CH:27][CH:28]=3)=[CH:21][N:20]=[C:19]3[NH:29][CH:30]=[CH:31][C:18]=23)[CH2:13][CH2:12]1)=[O:32]. (4) Given the reactants [Br:1][C:2]1[CH:3]=[C:4]2[C:9](=[CH:10][CH:11]=1)[CH:8]=[C:7]([C:12]([OH:14])=O)[CH:6]=[CH:5]2.[NH3:15].CO, predict the reaction product. The product is: [Br:1][C:2]1[CH:3]=[C:4]2[C:9](=[CH:10][CH:11]=1)[CH:8]=[C:7]([C:12]([NH2:15])=[O:14])[CH:6]=[CH:5]2. (5) Given the reactants [CH3:1][C:2](=[CH:10][CH:11]([CH3:24])[CH:12](OC)[C:13]1[CH:18]=[CH:17][C:16]([N:19]([CH3:21])[CH3:20])=[CH:15][CH:14]=1)[CH:3]=[CH:4][C:5]([O:7][CH2:8][CH3:9])=[O:6].C([SiH](CC)CC)C.B(F)(F)F.CCOCC, predict the reaction product. The product is: [CH3:1][C:2](=[CH:10][CH:11]([CH3:24])[CH2:12][C:13]1[CH:14]=[CH:15][C:16]([N:19]([CH3:20])[CH3:21])=[CH:17][CH:18]=1)[CH:3]=[CH:4][C:5]([O:7][CH2:8][CH3:9])=[O:6]. (6) The product is: [NH:1]1[C:8]2[C:17](=[CH:4][CH:5]=[CH:6][CH:7]=2)[CH:15]=[CH:16]1. Given the reactants [NH2:1]N.O.[C:4]1(C)C=[CH:8][C:7](S(O)(=O)=O)=[CH:6][CH:5]=1.[CH:15](O)([CH3:17])[CH3:16], predict the reaction product. (7) Given the reactants Br[C:2]1[CH:11]=[N:10][C:9]2[C:8]([N:12]3[CH2:17][CH2:16][O:15][CH2:14][CH2:13]3)=[N:7][C:6]([Cl:18])=[N:5][C:4]=2[CH:3]=1.[N:19]1[CH:24]=[C:23](B(O)O)[CH:22]=[N:21][CH:20]=1.C(=O)([O-])[O-].[Na+].[Na+].CN(C=O)C, predict the reaction product. The product is: [Cl:18][C:6]1[N:7]=[C:8]([N:12]2[CH2:17][CH2:16][O:15][CH2:14][CH2:13]2)[C:9]2[N:10]=[CH:11][C:2]([C:23]3[CH:24]=[N:19][CH:20]=[N:21][CH:22]=3)=[CH:3][C:4]=2[N:5]=1. (8) Given the reactants C([O:4][C@@H:5]1[C@@H:10]([O:11]C(=O)C)[C@H:9]([O:15]C(=O)C)[C@@H:8]([O:19][CH3:20])[O:7][C@H:6]1[C:21]1[CH:26]=[CH:25][C:24]([Cl:27])=[C:23]([CH2:28][C:29]2[CH:34]=[CH:33][C:32]([C:35](=[O:37])[CH3:36])=[CH:31][CH:30]=2)[CH:22]=1)(=O)C.O.[OH-].[Li+], predict the reaction product. The product is: [Cl:27][C:24]1[CH:25]=[CH:26][C:21]([C@H:6]2[C@H:5]([OH:4])[C@@H:10]([OH:11])[C@H:9]([OH:15])[C@@H:8]([O:19][CH3:20])[O:7]2)=[CH:22][C:23]=1[CH2:28][C:29]1[CH:34]=[CH:33][C:32]([C:35](=[O:37])[CH3:36])=[CH:31][CH:30]=1. (9) Given the reactants [CH2:1]([O:8][C:9]1[CH:14]=[CH:13][C:12]([NH:15][C:16]([C:18]2[CH:23]=[CH:22][CH:21]=[CH:20][C:19]=2[Cl:24])=[NH:17])=[CH:11][CH:10]=1)[C:2]1[CH:7]=[CH:6][CH:5]=[CH:4][CH:3]=1.C(=O)([O-])[O-].[K+].[K+].Br[CH:32]([CH3:40])[C:33](=O)[C:34]([O:36][CH2:37][CH3:38])=[O:35], predict the reaction product. The product is: [CH2:1]([O:8][C:9]1[CH:14]=[CH:13][C:12]([N:15]2[C:32]([CH3:40])=[C:33]([C:34]([O:36][CH2:37][CH3:38])=[O:35])[N:17]=[C:16]2[C:18]2[CH:23]=[CH:22][CH:21]=[CH:20][C:19]=2[Cl:24])=[CH:11][CH:10]=1)[C:2]1[CH:3]=[CH:4][CH:5]=[CH:6][CH:7]=1. (10) Given the reactants [CH3:1][O:2][C:3]([C:5]1[CH:6]=[C:7]2[C:12](=[CH:13][CH:14]=1)[NH:11][CH:10]([C:15]1[CH:16]=[C:17]([CH:21]=[CH:22][CH:23]=1)[C:18](O)=[O:19])[C:9]([CH3:25])([CH3:24])[CH2:8]2)=[O:4].ON1C2C=CC=CC=2N=N1.CN(C)CCCN=C=NCC.Cl.C[N:49]1[CH2:54][CH2:53][O:52][CH2:51][CH2:50]1.O1CCC(N)C1, predict the reaction product. The product is: [CH3:24][C:9]1([CH3:25])[CH2:8][C:13]2[C:12](=[CH:7][CH:6]=[C:5]([C:3]([O:2][CH3:1])=[O:4])[CH:14]=2)[NH:11][CH:10]1[C:15]1[CH:23]=[CH:22][CH:21]=[C:17]([C:18](=[O:19])[NH:49][CH:50]2[CH2:54][CH2:53][O:52][CH2:51]2)[CH:16]=1.